Dataset: Forward reaction prediction with 1.9M reactions from USPTO patents (1976-2016). Task: Predict the product of the given reaction. (1) Given the reactants [F:1][C:2]1[C:3]([C:9]2[N:13]([CH:14]3[CH2:19][CH2:18][O:17][CH2:16][CH2:15]3)[C:12]([CH3:20])=[N:11][CH:10]=2)=[N:4][C:5]([NH2:8])=[N:6][CH:7]=1.[Cl:21][C:22]1[C:34]([F:35])=[CH:33][C:25]([CH2:26][N:27]2[CH2:32][CH2:31][O:30][CH2:29][CH2:28]2)=[C:24]([F:36])[CH:23]=1.CC(C)([O-])C.[K+].C1(P(C2CCCCC2)C2C=CC=CC=2C2C(C(C)C)=CC(C(C)C)=CC=2C(C)C)CCCCC1, predict the reaction product. The product is: [ClH:21].[F:35][C:34]1[CH:33]=[C:25]([CH2:26][N:27]2[CH2:28][CH2:29][O:30][CH2:31][CH2:32]2)[C:24]([F:36])=[CH:23][C:22]=1[NH:8][C:5]1[N:4]=[C:3]([C:9]2[N:13]([CH:14]3[CH2:19][CH2:18][O:17][CH2:16][CH2:15]3)[C:12]([CH3:20])=[N:11][CH:10]=2)[C:2]([F:1])=[CH:7][N:6]=1. (2) The product is: [CH2:17]([C:3]1[CH:4]=[C:5]([O:8][CH2:9][CH2:10][CH2:11][C:12]([O:14][CH2:15][CH3:16])=[O:13])[CH:6]=[CH:7][C:2]=1[B:22]1[O:23][C:24]([CH3:26])([CH3:25])[C:20]([CH3:36])([CH3:19])[O:21]1)[CH3:18]. Given the reactants Br[C:2]1[CH:7]=[CH:6][C:5]([O:8][CH2:9][CH2:10][CH2:11][C:12]([O:14][CH2:15][CH3:16])=[O:13])=[CH:4][C:3]=1[CH2:17][CH3:18].[CH3:19][C:20]1([CH3:36])[C:24]([CH3:26])([CH3:25])[O:23][B:22]([B:22]2[O:23][C:24]([CH3:26])([CH3:25])[C:20]([CH3:36])([CH3:19])[O:21]2)[O:21]1.C([O-])(=O)C.[K+], predict the reaction product. (3) Given the reactants [CH2:1]([C:3]1[CH:4]=[C:5]([CH2:11][C@@H:12]([NH:16][C:17]([N:19]2[CH2:24][CH2:23][CH:22]([N:25]3[CH2:31][CH2:30][C:29]4[CH:32]=[CH:33][CH:34]=[CH:35][C:28]=4[NH:27][C:26]3=[O:36])[CH2:21][CH2:20]2)=[O:18])[C:13](O)=[O:14])[CH:6]=[CH:7][C:8]=1[CH2:9][CH3:10])[CH3:2].[NH:37]1[CH2:42][CH2:41][CH:40]([N:43]2[CH2:48][CH2:47][N:46]([C:49](=[O:51])[CH3:50])[CH2:45][CH2:44]2)[CH2:39][CH2:38]1, predict the reaction product. The product is: [C:49]([N:46]1[CH2:45][CH2:44][N:43]([CH:40]2[CH2:39][CH2:38][N:37]([C:13](=[O:14])[C@H:12]([NH:16][C:17]([N:19]3[CH2:20][CH2:21][CH:22]([N:25]4[CH2:31][CH2:30][C:29]5[CH:32]=[CH:33][CH:34]=[CH:35][C:28]=5[NH:27][C:26]4=[O:36])[CH2:23][CH2:24]3)=[O:18])[CH2:11][C:5]3[CH:6]=[CH:7][C:8]([CH2:9][CH3:10])=[C:3]([CH2:1][CH3:2])[CH:4]=3)[CH2:42][CH2:41]2)[CH2:48][CH2:47]1)(=[O:51])[CH3:50].